This data is from Catalyst prediction with 721,799 reactions and 888 catalyst types from USPTO. The task is: Predict which catalyst facilitates the given reaction. (1) Reactant: [H][H].[CH2:3]([O:6][C:7]1[CH:12]=[CH:11][C:10]([CH:13]2[CH:22]([OH:23])[CH2:21][C:20]3[C:19]([OH:24])=[CH:18][C:17]([OH:25])=[CH:16][C:15]=3[O:14]2)=[CH:9][C:8]=1[OH:26])[CH:4]=[CH2:5]. Product: [OH:26][C:8]1[CH:9]=[C:10]([CH:13]2[CH:22]([OH:23])[CH2:21][C:20]3[C:19]([OH:24])=[CH:18][C:17]([OH:25])=[CH:16][C:15]=3[O:14]2)[CH:11]=[CH:12][C:7]=1[O:6][CH2:3][CH2:4][CH3:5]. The catalyst class is: 63. (2) Reactant: Cl[C:2]1[C:11]2[C:6](=[CH:7][CH:8]=[C:9]([Br:12])[CH:10]=2)[N:5]=[CH:4][CH:3]=1.[CH3:13][N:14]1[CH:18]=[N:17][N:16]=[C:15]1[SH:19].C(=O)([O-])[O-].[K+].[K+]. Product: [Br:12][C:9]1[CH:10]=[C:11]2[C:6](=[CH:7][CH:8]=1)[N:5]=[CH:4][CH:3]=[C:2]2[S:19][C:15]1[N:14]([CH3:13])[CH:18]=[N:17][N:16]=1. The catalyst class is: 3.